This data is from Reaction yield outcomes from USPTO patents with 853,638 reactions. The task is: Predict the reaction yield, written as a fraction of the theoretical maximum amount of product (1.0 means a 100% yield; for example, 0.34 means a 34% yield). The reactants are C(Cl)(=O)C(Cl)=O.CS(C)=O.[S:11]1[C:15]2[C:16]([CH2:20][OH:21])=[CH:17][CH:18]=[CH:19][C:14]=2[N:13]=[N:12]1.C(N(CC)CC)C.[Cl-].[NH4+]. The catalyst is C(Cl)Cl. The product is [S:11]1[C:15]2[C:16]([CH:20]=[O:21])=[CH:17][CH:18]=[CH:19][C:14]=2[N:13]=[N:12]1. The yield is 0.910.